From a dataset of Reaction yield outcomes from USPTO patents with 853,638 reactions. Predict the reaction yield, written as a fraction of the theoretical maximum amount of product (1.0 means a 100% yield; for example, 0.34 means a 34% yield). (1) The reactants are Br[C:2]1[C:3]([C:10]#[N:11])=[CH:4][S:5][C:6]=1[N+:7]([O-:9])=[O:8].C([Sn](CCCC)(CCCC)[C:17]1[O:18][CH:19]=[CH:20][N:21]=1)CCC. The catalyst is C1C=CC([P]([Pd]([P](C2C=CC=CC=2)(C2C=CC=CC=2)C2C=CC=CC=2)([P](C2C=CC=CC=2)(C2C=CC=CC=2)C2C=CC=CC=2)[P](C2C=CC=CC=2)(C2C=CC=CC=2)C2C=CC=CC=2)(C2C=CC=CC=2)C2C=CC=CC=2)=CC=1.[Cu]I. The product is [N+:7]([C:6]1[S:5][CH:4]=[C:3]([C:10]#[N:11])[C:2]=1[C:17]1[O:18][CH:19]=[CH:20][N:21]=1)([O-:9])=[O:8]. The yield is 0.180. (2) The reactants are C(O[C:4](=[O:22])[C:5](=[CH:11][NH:12][C:13]1[CH:18]=[C:17]([O:19][CH3:20])[CH:16]=[CH:15][C:14]=1[Br:21])[C:6]([O:8][CH2:9][CH3:10])=[O:7])C.C(=O)(O)[O-].[Na+]. The catalyst is C(O)C. The product is [CH2:9]([O:8][C:6]([C:5]1[C:4](=[O:22])[C:18]2[C:13](=[C:14]([Br:21])[CH:15]=[CH:16][C:17]=2[O:19][CH3:20])[NH:12][CH:11]=1)=[O:7])[CH3:10]. The yield is 0.300. (3) The reactants are Br[C:2]1[CH:3]=[C:4]([N:9]2[C:17]3[CH:16]=[CH:15][N:14]([CH3:18])[C:13](=[O:19])[C:12]=3[N:11]=[CH:10]2)[CH:5]=[CH:6][C:7]=1[F:8].[N:20]1[CH:25]=[CH:24][CH:23]=[C:22](B(O)O)[CH:21]=1. No catalyst specified. The product is [F:8][C:7]1[CH:6]=[CH:5][C:4]([N:9]2[C:17]3[CH:16]=[CH:15][N:14]([CH3:18])[C:13](=[O:19])[C:12]=3[N:11]=[CH:10]2)=[CH:3][C:2]=1[C:22]1[CH:21]=[N:20][CH:25]=[CH:24][CH:23]=1. The yield is 0.320.